From a dataset of Forward reaction prediction with 1.9M reactions from USPTO patents (1976-2016). Predict the product of the given reaction. (1) The product is: [OH:14][CH2:13][CH2:12][N:11]([CH3:10])[C:2]1[CH:9]=[CH:8][CH:7]=[CH:6][C:3]=1[C:4]#[N:5]. Given the reactants F[C:2]1[CH:9]=[CH:8][CH:7]=[CH:6][C:3]=1[C:4]#[N:5].[CH3:10][NH:11][CH2:12][CH2:13][OH:14], predict the reaction product. (2) Given the reactants [CH3:1][C:2]1[NH:10][C:9]2[CH:8]=[CH:7][N:6]=[CH:5][C:4]=2[CH:3]=1.[Li]CCCC.C(O[K])(C)(C)C.[F:22][C:23]1[CH:24]=[CH:25][C:26]([O:38][CH3:39])=[C:27]([C:29]([CH3:37])([CH3:36])[CH2:30][C:31](=[O:35])[CH:32]([CH3:34])[CH3:33])[CH:28]=1, predict the reaction product. The product is: [F:22][C:23]1[CH:24]=[CH:25][C:26]([O:38][CH3:39])=[C:27]([C:29]([CH3:37])([CH3:36])[CH2:30][C:31]([CH2:1][C:2]2[NH:10][C:9]3[CH:8]=[CH:7][N:6]=[CH:5][C:4]=3[CH:3]=2)([OH:35])[CH:32]([CH3:33])[CH3:34])[CH:28]=1. (3) Given the reactants C1COC2(N)N(C(NC3C=CC4OC(CO)=CC=4C=3)=NC=C2F)O1.[F:25][C:26]1[C:27]([NH:46][C:47]2[CH:52]=[CH:51][CH:50]=[C:49]([OH:53])[CH:48]=2)=[N:28][C:29]([NH:32][C:33]2[CH:34]=[C:35]3[C:39](=[CH:40][CH:41]=2)[NH:38][C:37]([C:42](OC)=[O:43])=[CH:36]3)=[N:30][CH:31]=1.CC(C[AlH]CC(C)C)C, predict the reaction product. The product is: [F:25][C:26]1[C:27]([NH:46][C:47]2[CH:52]=[CH:51][CH:50]=[C:49]([OH:53])[CH:48]=2)=[N:28][C:29]([NH:32][C:33]2[CH:34]=[C:35]3[C:39](=[CH:40][CH:41]=2)[NH:38][C:37]([CH2:42][OH:43])=[CH:36]3)=[N:30][CH:31]=1. (4) The product is: [CH:19]([C:2]1[CH:3]=[CH:4][C:5]([O:17][CH3:18])=[C:6]([CH:16]=1)[CH2:7][NH:8][C:9](=[O:15])[O:10][C:11]([CH3:14])([CH3:13])[CH3:12])=[O:20]. Given the reactants Br[C:2]1[CH:3]=[CH:4][C:5]([O:17][CH3:18])=[C:6]([CH:16]=1)[CH2:7][NH:8][C:9](=[O:15])[O:10][C:11]([CH3:14])([CH3:13])[CH3:12].[C:19](=O)([O-])[OH:20].[Na+], predict the reaction product. (5) Given the reactants [Cl:1][C:2]1[CH:3]=[C:4]([NH:16][C:17]2[C:26]3[C:21](=[CH:22][CH:23]=[CH:24][C:25]=3[O:27][CH2:28][C:29](=[O:36])[N:30]3[CH2:35][CH2:34][NH:33][CH2:32][CH2:31]3)[N:20]=[CH:19][N:18]=2)[CH:5]=[CH:6][C:7]=1[O:8][CH2:9][C:10]1[CH:15]=[CH:14][CH:13]=[CH:12][N:11]=1.C=O.[CH:39](O)=O, predict the reaction product. The product is: [Cl:1][C:2]1[CH:3]=[C:4]([NH:16][C:17]2[C:26]3[C:21](=[CH:22][CH:23]=[CH:24][C:25]=3[O:27][CH2:28][C:29]([N:30]3[CH2:31][CH2:32][N:33]([CH3:39])[CH2:34][CH2:35]3)=[O:36])[N:20]=[CH:19][N:18]=2)[CH:5]=[CH:6][C:7]=1[O:8][CH2:9][C:10]1[CH:15]=[CH:14][CH:13]=[CH:12][N:11]=1. (6) Given the reactants [H-].[Na+].[F:3][C:4]1[C:9]([C:10]2[NH:14][CH:13]=[C:12]([CH2:15][N:16]([CH3:24])[C:17](=[O:23])[O:18][C:19]([CH3:22])([CH3:21])[CH3:20])[C:11]=2[F:25])=[CH:8][CH:7]=[CH:6][N:5]=1.[CH2:26]1OCCOCCOCCOCCOC1.Cl[S:42]([C:45]1[O:49][C:48]([C:50]([O:52][CH3:53])=[O:51])=[CH:47][CH:46]=1)(=[O:44])=[O:43], predict the reaction product. The product is: [O:51]1[CH2:26][CH2:53][O:52][CH:50]1[C:48]1[O:49][C:45]([S:42]([N:14]2[C:10]([C:9]3[C:4]([F:3])=[N:5][CH:6]=[CH:7][CH:8]=3)=[C:11]([F:25])[C:12]([CH2:15][N:16]([CH3:24])[C:17](=[O:23])[O:18][C:19]([CH3:21])([CH3:22])[CH3:20])=[CH:13]2)(=[O:44])=[O:43])=[CH:46][CH:47]=1.